This data is from Catalyst prediction with 721,799 reactions and 888 catalyst types from USPTO. The task is: Predict which catalyst facilitates the given reaction. (1) Product: [CH:1]([C:3]1[CH:11]=[CH:10][C:6]([C:7]([O:9][CH2:12][C:13]([F:16])([F:15])[F:14])=[O:8])=[CH:5][CH:4]=1)=[CH2:2]. The catalyst class is: 367. Reactant: [CH:1]([C:3]1[CH:11]=[CH:10][C:6]([C:7]([OH:9])=[O:8])=[CH:5][CH:4]=1)=[CH2:2].[CH2:12](O)[C:13]([F:16])([F:15])[F:14].C1(N=C=NC2CCCCC2)CCCCC1.C(C1C=C(C)C=C(C(C)(C)C)C=1O)(C)(C)C. (2) Reactant: [N:1]1[CH:6]=[CH:5][CH:4]=[C:3]([CH:7]([NH2:11])[CH2:8][CH2:9][CH3:10])[CH:2]=1.[Cl:12][C:13]1[CH:18]=[C:17](Cl)[N:16]=[CH:15][N:14]=1.C(N(C(C)C)CC)(C)C. Product: [Cl:12][C:13]1[N:14]=[CH:15][N:16]=[C:17]([NH:11][CH:7]([C:3]2[CH:2]=[N:1][CH:6]=[CH:5][CH:4]=2)[CH2:8][CH2:9][CH3:10])[CH:18]=1. The catalyst class is: 8. (3) Reactant: Br[C:2]1[CH:3]=[C:4]([C@@H:9]2[C@@H:13]([C:14]3[CH:19]=[CH:18][C:17]([F:20])=[CH:16][CH:15]=3)[O:12][C:11](=[O:21])[NH:10]2)[C:5]([F:8])=[N:6][CH:7]=1.[C:22]([C:24]1[CH:25]=[N:26][CH:27]=[CH:28][CH:29]=1)#[CH:23].C1(P(C2C=CC=CC=2)C2C=CC=CC=2)C=CC=CC=1. Product: [F:8][C:5]1[C:4]([C@@H:9]2[C@@H:13]([C:14]3[CH:19]=[CH:18][C:17]([F:20])=[CH:16][CH:15]=3)[O:12][C:11](=[O:21])[NH:10]2)=[CH:3][C:2]([C:23]#[C:22][C:24]2[CH:25]=[N:26][CH:27]=[CH:28][CH:29]=2)=[CH:7][N:6]=1. The catalyst class is: 337. (4) Reactant: F[C:2]1[CH:10]=[C:9]([C:11]([F:14])([F:13])[F:12])[CH:8]=[CH:7][C:3]=1[C:4]([NH2:6])=[O:5].C([O-])([O-])=O.[K+].[K+].[CH2:21]([NH2:24])[CH:22]=[CH2:23].CC(N(C)C)=O. Product: [CH2:21]([NH:24][C:2]1[CH:10]=[C:9]([C:11]([F:14])([F:13])[F:12])[CH:8]=[CH:7][C:3]=1[C:4]([NH2:6])=[O:5])[CH:22]=[CH2:23]. The catalyst class is: 13. (5) Product: [NH2:13][C:3]1[CH:4]=[C:5]([CH2:8][C:9]([O:11][CH3:12])=[O:10])[CH:6]=[CH:7][C:2]=1[OH:1]. Reactant: [OH:1][C:2]1[CH:7]=[CH:6][C:5]([CH2:8][C:9]([O:11][CH3:12])=[O:10])=[CH:4][C:3]=1[N+:13]([O-])=O. The catalyst class is: 43. (6) Reactant: CN(C)CCCOC1C=CC(C2SC(NC3C=CC=CC=3)=NC=2)=CC=1.[S:26]1[CH:30]=[CH:29][C:28]([C:31]2[S:35][C:34]([NH:36][C:37]3[CH:42]=[CH:41][C:40]([OH:43])=[CH:39][C:38]=3[C:44]([F:47])([F:46])[F:45])=[N:33][CH:32]=2)=[CH:27]1.Cl.Cl[CH2:50][CH2:51][N:52]1[CH2:56][CH2:55][CH2:54][CH2:53]1. Product: [N:52]1([CH2:51][CH2:50][O:43][C:40]2[CH:41]=[CH:42][C:37]([NH:36][C:34]3[S:35][C:31]([C:28]4[CH:29]=[CH:30][S:26][CH:27]=4)=[CH:32][N:33]=3)=[C:38]([C:44]([F:47])([F:46])[F:45])[CH:39]=2)[CH2:56][CH2:55][CH2:54][CH2:53]1. The catalyst class is: 61.